The task is: Predict the reactants needed to synthesize the given product.. This data is from Full USPTO retrosynthesis dataset with 1.9M reactions from patents (1976-2016). (1) Given the product [Br:4][CH2:5][C:6]([C:8]1[CH:13]=[C:12]([C:14]2[CH:19]=[CH:18][C:17]([Cl:20])=[CH:16][CH:15]=2)[CH:11]=[CH:10][C:9]=1[Cl:21])([OH:7])[CH3:1], predict the reactants needed to synthesize it. The reactants are: [CH3:1][Mg+].[Br-].[Br:4][CH2:5][C:6]([C:8]1[CH:13]=[C:12]([C:14]2[CH:19]=[CH:18][C:17]([Cl:20])=[CH:16][CH:15]=2)[CH:11]=[CH:10][C:9]=1[Cl:21])=[O:7].[NH4+].[Cl-]. (2) Given the product [CH2:1]([N:8]1[CH2:13][CH2:12][CH:11]([C:14]([NH:16][C:17]2[CH:22]=[CH:21][C:20]([CH2:23][NH:24][C:25]3[C:34]4[C:29](=[CH:30][CH:31]=[C:32]([CH3:35])[CH:33]=4)[N:28]=[C:27]([N:48]4[CH2:49][CH2:50][N:45]([C:40]5[N:39]=[CH:44][CH:43]=[CH:42][N:41]=5)[CH2:46][CH2:47]4)[N:26]=3)=[CH:19][CH:18]=2)=[O:15])[CH2:10][CH2:9]1)[C:2]1[CH:7]=[CH:6][CH:5]=[CH:4][CH:3]=1, predict the reactants needed to synthesize it. The reactants are: [CH2:1]([N:8]1[CH2:13][CH2:12][CH:11]([C:14]([NH:16][C:17]2[CH:22]=[CH:21][C:20]([CH2:23][NH:24][C:25]3[C:34]4[C:29](=[CH:30][CH:31]=[C:32]([CH3:35])[CH:33]=4)[N:28]=[C:27](Cl)[N:26]=3)=[CH:19][CH:18]=2)=[O:15])[CH2:10][CH2:9]1)[C:2]1[CH:7]=[CH:6][CH:5]=[CH:4][CH:3]=1.Cl.Cl.[N:39]1[CH:44]=[CH:43][CH:42]=[N:41][C:40]=1[N:45]1[CH2:50][CH2:49][NH:48][CH2:47][CH2:46]1. (3) Given the product [OH:1][C:2]1[CH:3]=[CH:4][C:5]([NH:8][CH2:9][C:10]([N:26]2[CH2:27][CH2:28][N:23]([CH2:13][C:14]3[CH:22]=[CH:21][C:20]4[O:19][CH2:18][O:17][C:16]=4[CH:15]=3)[CH2:24][CH2:25]2)=[O:12])=[CH:6][CH:7]=1, predict the reactants needed to synthesize it. The reactants are: [OH:1][C:2]1[CH:7]=[CH:6][C:5]([NH:8][CH2:9][C:10]([OH:12])=O)=[CH:4][CH:3]=1.[CH2:13]([N:23]1[CH2:28][CH2:27][NH:26][CH2:25][CH2:24]1)[C:14]1[CH:22]=[CH:21][C:20]2[O:19][CH2:18][O:17][C:16]=2[CH:15]=1.O.ON1C2C=CC=CC=2N=N1.Cl.C(N=C=NCCCN(C)C)C. (4) Given the product [C:1]([O:5][C:6](=[O:18])[NH:7][CH2:8][CH:9]1[CH2:14][CH2:13][CH2:12][CH:11]([C:15](=[O:17])[NH:16][C:72]2[CH:73]=[CH:74][CH:75]=[C:76]3[C:71]=2[N:70]=[C:69]([O:68][CH3:67])[CH:78]=[CH:77]3)[CH2:10]1)([CH3:4])([CH3:2])[CH3:3], predict the reactants needed to synthesize it. The reactants are: [C:1]([O:5][C:6](=[O:18])[NH:7][CH2:8][CH:9]1[CH2:14][CH2:13][CH2:12][CH:11]([C:15](=[O:17])[NH2:16])[CH2:10]1)([CH3:4])([CH3:3])[CH3:2].C(=O)([O-])[O-].[Cs+].[Cs+].C1(P(C2C=CC=CC=2)C2C3OC4C(=CC=CC=4P(C4C=CC=CC=4)C4C=CC=CC=4)C(C)(C)C=3C=CC=2)C=CC=CC=1.[CH3:67][O:68][C:69]1[CH:78]=[CH:77][C:76]2[C:71](=[C:72](OS(C(F)(F)F)(=O)=O)[CH:73]=[CH:74][CH:75]=2)[N:70]=1. (5) Given the product [F:1][C:2]1[CH:3]=[CH:4][C:5]([C:8]2[O:9][CH:10]=[C:11]([C:13]([CH3:17])([CH3:16])[CH2:14][NH:15][C:28](=[O:29])[C:27]3[CH:31]=[CH:32][CH:33]=[C:25]([C:22]4[N:21]=[C:20]([C:19]([F:35])([F:34])[F:18])[O:24][N:23]=4)[CH:26]=3)[N:12]=2)=[CH:6][CH:7]=1, predict the reactants needed to synthesize it. The reactants are: [F:1][C:2]1[CH:7]=[CH:6][C:5]([C:8]2[O:9][CH:10]=[C:11]([C:13]([CH3:17])([CH3:16])[CH2:14][NH2:15])[N:12]=2)=[CH:4][CH:3]=1.[F:18][C:19]([F:35])([F:34])[C:20]1[O:24][N:23]=[C:22]([C:25]2[CH:26]=[C:27]([CH:31]=[CH:32][CH:33]=2)[C:28](O)=[O:29])[N:21]=1.